From a dataset of NCI-60 drug combinations with 297,098 pairs across 59 cell lines. Regression. Given two drug SMILES strings and cell line genomic features, predict the synergy score measuring deviation from expected non-interaction effect. (1) Drug 2: C1CN(P(=O)(OC1)NCCCl)CCCl. Cell line: MOLT-4. Synergy scores: CSS=-15.6, Synergy_ZIP=10.4, Synergy_Bliss=6.57, Synergy_Loewe=-9.25, Synergy_HSA=-9.25. Drug 1: CNC(=O)C1=NC=CC(=C1)OC2=CC=C(C=C2)NC(=O)NC3=CC(=C(C=C3)Cl)C(F)(F)F. (2) Drug 1: CCC1(CC2CC(C3=C(CCN(C2)C1)C4=CC=CC=C4N3)(C5=C(C=C6C(=C5)C78CCN9C7C(C=CC9)(C(C(C8N6C=O)(C(=O)OC)O)OC(=O)C)CC)OC)C(=O)OC)O.OS(=O)(=O)O. Drug 2: CC1=C(C(CCC1)(C)C)C=CC(=CC=CC(=CC(=O)O)C)C. Cell line: SR. Synergy scores: CSS=54.2, Synergy_ZIP=3.70, Synergy_Bliss=6.22, Synergy_Loewe=-39.5, Synergy_HSA=3.68. (3) Drug 1: C1=CC=C(C(=C1)C(C2=CC=C(C=C2)Cl)C(Cl)Cl)Cl. Drug 2: C1=NC2=C(N1)C(=S)N=CN2. Cell line: OVCAR3. Synergy scores: CSS=55.7, Synergy_ZIP=0.549, Synergy_Bliss=-0.304, Synergy_Loewe=-38.1, Synergy_HSA=0.677. (4) Drug 1: C1=C(C(=O)NC(=O)N1)F. Drug 2: CNC(=O)C1=NC=CC(=C1)OC2=CC=C(C=C2)NC(=O)NC3=CC(=C(C=C3)Cl)C(F)(F)F. Cell line: MDA-MB-435. Synergy scores: CSS=49.1, Synergy_ZIP=-1.94, Synergy_Bliss=0.103, Synergy_Loewe=3.48, Synergy_HSA=4.07. (5) Drug 1: CC=C1C(=O)NC(C(=O)OC2CC(=O)NC(C(=O)NC(CSSCCC=C2)C(=O)N1)C(C)C)C(C)C. Drug 2: CCC1(CC2CC(C3=C(CCN(C2)C1)C4=CC=CC=C4N3)(C5=C(C=C6C(=C5)C78CCN9C7C(C=CC9)(C(C(C8N6C)(C(=O)OC)O)OC(=O)C)CC)OC)C(=O)OC)O.OS(=O)(=O)O. Cell line: LOX IMVI. Synergy scores: CSS=22.5, Synergy_ZIP=0.692, Synergy_Bliss=-1.13, Synergy_Loewe=-18.5, Synergy_HSA=-3.74. (6) Drug 1: C1C(C(OC1N2C=NC3=C(N=C(N=C32)Cl)N)CO)O. Drug 2: CC1=C(C(=O)C2=C(C1=O)N3CC4C(C3(C2COC(=O)N)OC)N4)N. Cell line: SF-295. Synergy scores: CSS=32.9, Synergy_ZIP=0.811, Synergy_Bliss=3.77, Synergy_Loewe=-35.6, Synergy_HSA=-0.681.